From a dataset of Catalyst prediction with 721,799 reactions and 888 catalyst types from USPTO. Predict which catalyst facilitates the given reaction. (1) Reactant: [O:1]=[C:2]1[NH:7][C:6]2[CH:8]=[C:9]([CH2:12][N:13]3[CH2:18][CH2:17][N:16]([C:19]4[CH:27]=[CH:26][C:22]([C:23]([OH:25])=O)=[CH:21][CH:20]=4)[CH2:15][CH2:14]3)[CH:10]=[N:11][C:5]=2[N:4]2[CH2:28][CH2:29][S:30][CH2:31][C@@H:3]12.C([N:34]([CH:38]([CH3:40])[CH3:39])C(C)C)C.C1(N)CC1. Product: [CH:38]1([NH:34][C:23](=[O:25])[C:22]2[CH:21]=[CH:20][C:19]([N:16]3[CH2:15][CH2:14][N:13]([CH2:12][C:9]4[CH:10]=[N:11][C:5]5[N:4]6[CH2:28][CH2:29][S:30][CH2:31][C@H:3]6[C:2](=[O:1])[NH:7][C:6]=5[CH:8]=4)[CH2:18][CH2:17]3)=[CH:27][CH:26]=2)[CH2:40][CH2:39]1. The catalyst class is: 3. (2) Reactant: [CH:1]1([C:7]([C:9](=[CH:14]N(C)C)[C:10]([O:12][CH3:13])=[O:11])=O)[CH2:6][CH2:5][CH2:4][CH2:3][CH2:2]1.Br.[O:19]1[CH2:24][CH2:23][N:22]([C:25]([NH2:27])=[NH:26])[CH2:21][CH2:20]1.C[O-].[Na+]. The catalyst class is: 5. Product: [CH:1]1([C:7]2[C:9]([C:10]([O:12][CH3:13])=[O:11])=[CH:14][N:27]=[C:25]([N:22]3[CH2:23][CH2:24][O:19][CH2:20][CH2:21]3)[N:26]=2)[CH2:6][CH2:5][CH2:4][CH2:3][CH2:2]1. (3) Reactant: [N:1]1[CH:6]=[CH:5][CH:4]=[CH:3][C:2]=1[NH:7][C:8]1[CH:25]=[CH:24][C:11]([O:12][C:13]2[N:23]=[CH:22][CH:21]=[CH:20][C:14]=2[C:15]([O:17]CC)=[O:16])=[CH:10][CH:9]=1.[OH-].[Li+].CO.O. Product: [N:1]1[CH:6]=[CH:5][CH:4]=[CH:3][C:2]=1[NH:7][C:8]1[CH:9]=[CH:10][C:11]([O:12][C:13]2[N:23]=[CH:22][CH:21]=[CH:20][C:14]=2[C:15]([OH:17])=[O:16])=[CH:24][CH:25]=1. The catalyst class is: 1.